From a dataset of Catalyst prediction with 721,799 reactions and 888 catalyst types from USPTO. Predict which catalyst facilitates the given reaction. (1) The catalyst class is: 71. Reactant: Cl[C:2]1[C:11]2=[N:12][N:13](CC3C=CC(OC)=CC=3)[CH:14]=[C:10]2[C:9]2[CH:8]=[C:7]([O:24][CH3:25])[CH:6]=[CH:5][C:4]=2[N:3]=1.[NH2:26][C:27]1[CH:28]=[C:29]([S:33]([NH2:36])(=[O:35])=[O:34])[CH:30]=[CH:31][CH:32]=1.Cl. Product: [CH3:25][O:24][C:7]1[CH:6]=[CH:5][C:4]2[N:3]=[C:2]([NH:26][C:27]3[CH:28]=[C:29]([S:33]([NH2:36])(=[O:34])=[O:35])[CH:30]=[CH:31][CH:32]=3)[C:11]3=[N:12][NH:13][CH:14]=[C:10]3[C:9]=2[CH:8]=1. (2) Reactant: [C:1]([O:9][CH:10]1[CH2:13][C:12](=[O:14])[CH2:11]1)(=[O:8])[C:2]1[CH:7]=[CH:6][CH:5]=[CH:4][CH:3]=1.[C:15]([Mg]Br)#[CH:16]. Product: [C:1]([O:9][CH:10]1[CH2:13][C:12]([C:15]#[CH:16])([OH:14])[CH2:11]1)(=[O:8])[C:2]1[CH:3]=[CH:4][CH:5]=[CH:6][CH:7]=1. The catalyst class is: 7. (3) Reactant: C(S[C:4]1[N:9]([CH2:10][C:11]2[CH:16]=[CH:15][C:14]([F:17])=[CH:13][CH:12]=2)[C:8](=[O:18])[N:7]([CH:19]([CH3:21])[CH3:20])[C:6](=[O:22])[N:5]=1)C.[CH:23]([O:26][C:27]1[CH:33]=[CH:32][C:30]([NH2:31])=[CH:29][CH:28]=1)([CH3:25])[CH3:24].CN1CCCC1=O. Product: [F:17][C:14]1[CH:13]=[CH:12][C:11]([CH2:10][N:9]2[C:4]([NH:31][C:30]3[CH:29]=[CH:28][C:27]([O:26][CH:23]([CH3:25])[CH3:24])=[CH:33][CH:32]=3)=[N:5][C:6](=[O:22])[N:7]([CH:19]([CH3:20])[CH3:21])[C:8]2=[O:18])=[CH:16][CH:15]=1. The catalyst class is: 6. (4) Reactant: [F:1][C:2]1([F:36])[O:6][C:5]2[CH:7]=[CH:8][C:9]([C:11]3([C:14]([NH:16][CH:17]4[C:33]5[C:28](=[CH:29][C:30]([O:34][CH3:35])=[CH:31][CH:32]=5)[O:27][C:19]5([CH2:22][CH:21]([C:23]([O:25]C)=[O:24])[CH2:20]5)[CH2:18]4)=[O:15])[CH2:13][CH2:12]3)=[CH:10][C:4]=2[O:3]1.[OH-].[Li+]. Product: [F:36][C:2]1([F:1])[O:6][C:5]2[CH:7]=[CH:8][C:9]([C:11]3([C:14]([NH:16][CH:17]4[C:33]5[C:28](=[CH:29][C:30]([O:34][CH3:35])=[CH:31][CH:32]=5)[O:27][C:19]5([CH2:22][CH:21]([C:23]([OH:25])=[O:24])[CH2:20]5)[CH2:18]4)=[O:15])[CH2:13][CH2:12]3)=[CH:10][C:4]=2[O:3]1. The catalyst class is: 24. (5) Reactant: [CH3:1][O:2][C:3]1[CH:8]=[CH:7][C:6]([NH:9][CH2:10][C:11]([N:13]([CH3:15])[CH3:14])=[O:12])=[CH:5][CH:4]=1.CCN(C(C)C)C(C)C.Br[CH2:26][C:27]([O:29][CH2:30][CH3:31])=[O:28]. Product: [CH3:15][N:13]([CH3:14])[C:11](=[O:12])[CH2:10][N:9]([C:6]1[CH:5]=[CH:4][C:3]([O:2][CH3:1])=[CH:8][CH:7]=1)[CH2:26][C:27]([O:29][CH2:30][CH3:31])=[O:28]. The catalyst class is: 23. (6) Product: [Cl:1][C:2]1[CH:3]=[C:4]([C:9]2([C:22]([F:23])([F:25])[F:24])[O:13][N:12]=[C:11]([C:14]3[CH:15]=[CH:16][C:17]([CH3:21])=[C:18]([NH:19][C:32](=[O:33])[C:31]4[CH:35]=[CH:36][C:28]([C:27]([F:26])([F:37])[F:38])=[CH:29][CH:30]=4)[CH:20]=3)[CH2:10]2)[CH:5]=[C:6]([Cl:8])[CH:7]=1. The catalyst class is: 9. Reactant: [Cl:1][C:2]1[CH:3]=[C:4]([C:9]2([C:22]([F:25])([F:24])[F:23])[O:13][N:12]=[C:11]([C:14]3[CH:15]=[CH:16][C:17]([CH3:21])=[C:18]([CH:20]=3)[NH2:19])[CH2:10]2)[CH:5]=[C:6]([Cl:8])[CH:7]=1.[F:26][C:27]([F:38])([F:37])[C:28]1[CH:36]=[CH:35][C:31]([C:32](O)=[O:33])=[CH:30][CH:29]=1.Cl.C(N(CC)CCCN=C=NCC)C.C(=O)([O-])O.[Na+]. (7) Reactant: [CH2:1]1[C:10]2[C:5](=[CH:6][CH:7]=[CH:8][CH:9]=2)[CH2:4][CH2:3][NH:2]1.FC(F)(F)S(O[C:17]1[CH:22]=[CH:21][CH:20]=[CH:19][C:18]=1[Si](C)(C)C)(=O)=O.[F-].[K+].C1O[CH2:47][CH2:46]OCCOCCOCCOCCOC1. Product: [C:17]1([N:2]([CH2:1][C:10]2[CH:9]=[CH:8][CH:7]=[CH:6][C:5]=2[CH:4]=[CH2:3])[C:47]2[CH:46]=[CH:6][CH:5]=[CH:4][CH:3]=2)[CH:22]=[CH:21][CH:20]=[CH:19][CH:18]=1. The catalyst class is: 1.